Dataset: Catalyst prediction with 721,799 reactions and 888 catalyst types from USPTO. Task: Predict which catalyst facilitates the given reaction. Reactant: [Br:1][C:2]1[CH:9]=[C:8]([F:10])[C:7]([O:11]C)=[CH:6][C:3]=1[CH:4]=[O:5].Br. Product: [Br:1][C:2]1[CH:9]=[C:8]([F:10])[C:7]([OH:11])=[CH:6][C:3]=1[CH:4]=[O:5]. The catalyst class is: 15.